Dataset: Reaction yield outcomes from USPTO patents with 853,638 reactions. Task: Predict the reaction yield, written as a fraction of the theoretical maximum amount of product (1.0 means a 100% yield; for example, 0.34 means a 34% yield). (1) The reactants are [C:1]([O:5][C:6]([N:8]1[CH2:13][CH2:12][C:11](=[O:14])[CH2:10][CH2:9]1)=[O:7])([CH3:4])([CH3:3])[CH3:2].C(O[CH:20](N(C)C)[N:21]([CH3:23])[CH3:22])(C)(C)C. The catalyst is CN(C)C=O.O. The product is [C:1]([O:5][C:6]([N:8]1[CH2:9][CH2:10][C:11](=[O:14])[C:12](=[CH:20][N:21]([CH3:23])[CH3:22])[CH2:13]1)=[O:7])([CH3:4])([CH3:2])[CH3:3]. The yield is 0.720. (2) The reactants are [C:1]([C:3]1([C:9]([O:11][CH2:12][CH3:13])=[O:10])[CH2:8][CH2:7][CH2:6][CH2:5][CH2:4]1)#[N:2]. The catalyst is C(O)C.[Ni]. The product is [C:9]([NH:2][CH2:1][C:3]1([C:9]([O:11][CH2:12][CH3:13])=[O:10])[CH2:8][CH2:7][CH2:6][CH2:5][CH2:4]1)(=[O:10])[C:3]1[CH:8]=[CH:7][CH:6]=[CH:5][CH:4]=1. The yield is 0.630. (3) The reactants are [CH:1]([NH:4][S:5]([C:8]1[CH:9]=[C:10]([CH:14]2[C:23]([CH3:25])([CH3:24])[CH2:22][C:21]3[C:16](=[CH:17][CH:18]=[C:19]([C:26]([O:28]C)=[O:27])[CH:20]=3)[NH:15]2)[CH:11]=[CH:12][CH:13]=1)(=[O:7])=[O:6])([CH3:3])[CH3:2].[OH-].[Na+]. The catalyst is CO.O1CCCC1. The product is [CH:1]([NH:4][S:5]([C:8]1[CH:9]=[C:10]([CH:14]2[C:23]([CH3:24])([CH3:25])[CH2:22][C:21]3[C:16](=[CH:17][CH:18]=[C:19]([C:26]([OH:28])=[O:27])[CH:20]=3)[NH:15]2)[CH:11]=[CH:12][CH:13]=1)(=[O:6])=[O:7])([CH3:3])[CH3:2]. The yield is 0.280. (4) The reactants are Cl[CH2:2][C@H:3]1[O:8][CH2:7][C@@H:6]2[CH2:9][CH2:10][CH2:11][N:5]2[CH2:4]1.[C:12]([O-:15])(=[O:14])[CH3:13].[K+]. The catalyst is CN(C)C=O. The product is [C:12]([O:15][CH2:2][C@H:3]1[O:8][CH2:7][C@@H:6]2[CH2:9][CH2:10][CH2:11][N:5]2[CH2:4]1)(=[O:14])[CH3:13]. The yield is 0.970. (5) The reactants are [OH:1][C:2]1[CH:3]=[C:4]([CH:7]=[CH:8][C:9]=1[N+:10]([O-:12])=[O:11])[CH:5]=[O:6].Br[CH2:14][CH2:15][CH2:16][CH2:17][CH2:18][C:19]([O:21][CH2:22][CH3:23])=[O:20].C(=O)([O-])[O-].[K+].[K+].O. The catalyst is CN(C=O)C. The product is [CH2:22]([O:21][C:19](=[O:20])[CH2:18][CH2:17][CH2:16][CH2:15][CH2:14][O:1][C:2]1[CH:3]=[C:4]([CH:5]=[O:6])[CH:7]=[CH:8][C:9]=1[N+:10]([O-:12])=[O:11])[CH3:23]. The yield is 0.670. (6) The reactants are CC1(C)C(C)(C)OB([C:9]2[CH:17]=[CH:16][C:15]3[N:14]4[CH2:18][CH:19]([NH:21][C:22](=[O:28])[O:23][C:24]([CH3:27])([CH3:26])[CH3:25])[CH2:20][C:13]4=[CH:12][C:11]=3[CH:10]=2)O1.[CH2:30]([O:37][C:38]1[N:53]=[C:52](Cl)[C:51]([CH2:55]C)=[C:50]([O:57][CH2:58][C:59]2[CH:64]=[CH:63][CH:62]=[CH:61][CH:60]=2)[C:39]=1[C:40]([O:42][CH2:43][C:44]1[CH:49]=[CH:48][CH:47]=[CH:46][CH:45]=1)=[O:41])[C:31]1[CH:36]=[CH:35][CH:34]=[CH:33][CH:32]=1.C(=O)([O-])[O-].[K+].[K+].F[B-](F)(F)F.C(P(C(C)(C)C)C(C)(C)C)(C)(C)C. The catalyst is CS(C)=O.[Pd].[Pd].C(=CC(C=CC1C=CC=CC=1)=O)C1C=CC=CC=1.C(=CC(C=CC1C=CC=CC=1)=O)C1C=CC=CC=1.C(=CC(C=CC1C=CC=CC=1)=O)C1C=CC=CC=1. The product is [CH2:30]([O:37][C:38]1[N:53]=[C:52]([C:9]2[CH:17]=[CH:16][C:15]3[N:14]4[CH2:18][CH:19]([NH:21][C:22]([O:23][C:24]([CH3:26])([CH3:25])[CH3:27])=[O:28])[CH2:20][C:13]4=[CH:12][C:11]=3[CH:10]=2)[C:51]([CH3:55])=[C:50]([O:57][CH2:58][C:59]2[CH:64]=[CH:63][CH:62]=[CH:61][CH:60]=2)[C:39]=1[C:40]([O:42][CH2:43][C:44]1[CH:49]=[CH:48][CH:47]=[CH:46][CH:45]=1)=[O:41])[C:31]1[CH:36]=[CH:35][CH:34]=[CH:33][CH:32]=1. The yield is 0.550. (7) The reactants are C(OC(=O)[NH:7][C:8]1([C:12]2[CH:17]=[CH:16][C:15]([C:18]3[N:19]=[C:20]4[CH:25]=[CH:24][C:23]([O:26][CH2:27][CH3:28])=[CH:22][N:21]4[C:29]=3[C:30]3[CH:35]=[CH:34][CH:33]=[CH:32][CH:31]=3)=[CH:14][CH:13]=2)[CH2:11][CH2:10][CH2:9]1)(C)(C)C.Cl.O1CCOCC1. The catalyst is CO.C(Cl)Cl. The product is [CH2:27]([O:26][C:23]1[CH:24]=[CH:25][C:20]2[N:21]([C:29]([C:30]3[CH:31]=[CH:32][CH:33]=[CH:34][CH:35]=3)=[C:18]([C:15]3[CH:16]=[CH:17][C:12]([C:8]4([NH2:7])[CH2:9][CH2:10][CH2:11]4)=[CH:13][CH:14]=3)[N:19]=2)[CH:22]=1)[CH3:28]. The yield is 0.190. (8) The reactants are [CH3:1][Mg]Br.[CH3:4][N:5]1[C:13]2[C:8](=[N:9][C:10]([C:21]#[N:22])=[C:11]([N:14]3[CH2:20][C:16]4([CH2:19][O:18][CH2:17]4)[CH2:15]3)[CH:12]=2)[CH:7]=[CH:6]1.[BH4-].[Na+].O. The catalyst is C1COCC1. The product is [CH3:4][N:5]1[C:13]2[C:8](=[N:9][C:10]([CH:21]([NH2:22])[CH3:1])=[C:11]([N:14]3[CH2:20][C:16]4([CH2:19][O:18][CH2:17]4)[CH2:15]3)[CH:12]=2)[CH:7]=[CH:6]1. The yield is 0.470. (9) The reactants are [C:1]([C:5]1[CH:10]=[CH:9][C:8]([N+:11]([O-:13])=[O:12])=[CH:7][C:6]=1[CH2:14][NH2:15])([CH3:4])([CH3:3])[CH3:2].[CH3:16][C:17]([O:20][C:21](O[C:21]([O:20][C:17]([CH3:19])([CH3:18])[CH3:16])=[O:22])=[O:22])([CH3:19])[CH3:18]. The catalyst is C1COCC1.O. The product is [C:1]([C:5]1[CH:10]=[CH:9][C:8]([N+:11]([O-:13])=[O:12])=[CH:7][C:6]=1[CH2:14][NH:15][C:21](=[O:22])[O:20][C:17]([CH3:19])([CH3:18])[CH3:16])([CH3:4])([CH3:2])[CH3:3]. The yield is 0.780.